This data is from Reaction yield outcomes from USPTO patents with 853,638 reactions. The task is: Predict the reaction yield, written as a fraction of the theoretical maximum amount of product (1.0 means a 100% yield; for example, 0.34 means a 34% yield). (1) The reactants are Cl.[NH2:2][C:3]1[C:4]([CH3:30])=[C:5]2[C:10]([NH:11][C:12]3[CH:17]=[CH:16][C:15]([O:18][C:19]4[CH:24]=[CH:23][CH:22]=[CH:21][C:20]=4[O:25][CH3:26])=[CH:14][CH:13]=3)=[C:9]([C:27]#[N:28])[CH:8]=[N:7][N:6]2[CH:29]=1.[C:31]([NH:34][C:35]1[CH:36]=[C:37]([CH:41]=[CH:42][CH:43]=1)[C:38](O)=[O:39])(=[O:33])[CH3:32].C1CN([P+](Br)(N2CCCC2)N2CCCC2)CC1.F[P-](F)(F)(F)(F)F.CCN(C(C)C)C(C)C. The catalyst is CN(C=O)C.CCOC(C)=O. The product is [C:31]([NH:34][C:35]1[CH:36]=[C:37]([CH:41]=[CH:42][CH:43]=1)[C:38]([NH:2][C:3]1[C:4]([CH3:30])=[C:5]2[C:10]([NH:11][C:12]3[CH:13]=[CH:14][C:15]([O:18][C:19]4[CH:24]=[CH:23][CH:22]=[CH:21][C:20]=4[O:25][CH3:26])=[CH:16][CH:17]=3)=[C:9]([C:27]#[N:28])[CH:8]=[N:7][N:6]2[CH:29]=1)=[O:39])(=[O:33])[CH3:32]. The yield is 0.700. (2) The reactants are [Cl:1][C:2]1[CH:10]=[CH:9][CH:8]=[C:7]2[C:3]=1[C:4]([C:14]([O:16][CH3:17])=[O:15])=[CH:5][N:6]2[CH2:11][CH2:12][OH:13].[F:18][C:19]([F:27])(S(F)(=O)=O)C(O)=O. The catalyst is [Cu]I. The product is [Cl:1][C:2]1[CH:10]=[CH:9][CH:8]=[C:7]2[C:3]=1[C:4]([C:14]([O:16][CH3:17])=[O:15])=[CH:5][N:6]2[CH2:11][CH2:12][O:13][CH:19]([F:27])[F:18]. The yield is 0.200.